From a dataset of Reaction yield outcomes from USPTO patents with 853,638 reactions. Predict the reaction yield, written as a fraction of the theoretical maximum amount of product (1.0 means a 100% yield; for example, 0.34 means a 34% yield). (1) The reactants are [CH:1]([C:4]1[CH:9]=[CH:8][C:7]([NH:10][C:11](=[O:22])[O:12][C:13]2[CH:14]=[C:15]3[C:19](=[CH:20][CH:21]=2)[NH:18][CH2:17][CH2:16]3)=[CH:6][CH:5]=1)([CH3:3])[CH3:2].FC(F)(F)S(O[C:29]1[CH:34]=[CH:33][CH:32]=[CH:31][C:30]=1[Si](C)(C)C)(=O)=O.[F-].[Cs+]. The catalyst is C(#N)C.C(OCC)(=O)C. The product is [CH:1]([C:4]1[CH:5]=[CH:6][C:7]([NH:10][C:11](=[O:22])[O:12][C:13]2[CH:14]=[C:15]3[C:19](=[CH:20][CH:21]=2)[N:18]([C:29]2[CH:34]=[CH:33][CH:32]=[CH:31][CH:30]=2)[CH2:17][CH2:16]3)=[CH:8][CH:9]=1)([CH3:3])[CH3:2]. The yield is 0.0800. (2) The reactants are [CH3:1][N:2]([CH2:4][C:5]1[CH:6]=[CH:7][C:8]2[O:12][CH:11]=[C:10]([CH2:13][C:14]([NH2:16])=[O:15])[C:9]=2[CH:17]=1)[CH3:3].C[O:19][C:20](=O)[C:21]([C:23]1[C:31]2[C:26](=[CH:27][CH:28]=[CH:29][CH:30]=2)[NH:25][CH:24]=1)=O.CC([O-])(C)C.[K+]. The catalyst is C1COCC1. The product is [CH3:1][N:2]([CH2:4][C:5]1[CH:6]=[CH:7][C:8]2[O:12][CH:11]=[C:10]([C:13]3[C:14](=[O:15])[NH:16][C:20](=[O:19])[C:21]=3[C:23]3[C:31]4[C:26](=[CH:27][CH:28]=[CH:29][CH:30]=4)[NH:25][CH:24]=3)[C:9]=2[CH:17]=1)[CH3:3]. The yield is 0.630. (3) The reactants are [Cl:1][C:2]1[C:3]([CH:9]([C:11]2[CH:16]=[CH:15][N:14]=[CH:13][CH:12]=2)O)=[N:4][C:5]([Cl:8])=[CH:6][CH:7]=1.C(N(CC)CC)C.CS(Cl)(=O)=O.[Cl:29][C:30]1[N:35]=[CH:34][C:33]([SH:36])=[CH:32][CH:31]=1.C(=O)([O-])[O-].[K+].[K+]. The catalyst is CCCCCC.C(OCC)(=O)C.CN(C)C=O.ClCCl. The product is [Cl:1][C:2]1[C:3]([CH:9]([S:36][C:33]2[CH:34]=[N:35][C:30]([Cl:29])=[CH:31][CH:32]=2)[C:11]2[CH:16]=[CH:15][N:14]=[CH:13][CH:12]=2)=[N:4][C:5]([Cl:8])=[CH:6][CH:7]=1. The yield is 0.360. (4) The reactants are [NH2:1][C:2]1[CH:3]=[C:4]([OH:8])[CH:5]=[CH:6][CH:7]=1.C([O-])([O-])=O.[Cs+].[Cs+].[Cl:15][C:16]1[CH:21]=[C:20](Cl)[CH:19]=[CH:18][N:17]=1. The catalyst is CS(C)=O.O. The product is [NH2:1][C:2]1[CH:3]=[C:4]([CH:5]=[CH:6][CH:7]=1)[O:8][C:20]1[CH:19]=[CH:18][N:17]=[C:16]([Cl:15])[CH:21]=1. The yield is 0.890. (5) The reactants are [NH:1]([C:6]([O:8][C:9]([CH3:12])([CH3:11])[CH3:10])=[O:7])[CH2:2][C:3]([OH:5])=O.CCN(C(C)C)C(C)C.F[P-](F)(F)(F)(F)F.N1(O[P+](N(C)C)(N(C)C)N(C)C)C2C=CC=CC=2N=N1.Cl.[CH3:50][NH:51][O:52][CH3:53]. The catalyst is C(Cl)Cl. The product is [CH3:53][O:52][N:51]([CH3:50])[C:3](=[O:5])[CH2:2][NH:1][C:6](=[O:7])[O:8][C:9]([CH3:12])([CH3:11])[CH3:10]. The yield is 0.800. (6) The reactants are [CH2:1]([N:8]1[CH2:16][CH:15]2[CH:10]([NH:11][CH2:12][CH2:13][CH2:14]2)[CH2:9]1)[C:2]1[CH:7]=[CH:6][CH:5]=[CH:4][CH:3]=1.C([O-])([O-])=O.[Na+].[Na+].[CH3:23][C:24]([O:27][C:28](O[C:28]([O:27][C:24]([CH3:26])([CH3:25])[CH3:23])=[O:29])=[O:29])([CH3:26])[CH3:25]. The catalyst is C1COCC1.O. The product is [CH2:1]([N:8]1[CH2:16][CH:15]2[CH:10]([N:11]([C:28]([O:27][C:24]([CH3:26])([CH3:25])[CH3:23])=[O:29])[CH2:12][CH2:13][CH2:14]2)[CH2:9]1)[C:2]1[CH:3]=[CH:4][CH:5]=[CH:6][CH:7]=1. The yield is 0.740.